The task is: Predict the reactants needed to synthesize the given product.. This data is from Full USPTO retrosynthesis dataset with 1.9M reactions from patents (1976-2016). The reactants are: [CH3:1][O:2][C:3]1[CH:26]=[CH:25][C:6]([C:7]([NH:9][C:10]2[C:11]([NH:16][C:17]([CH:19]3[CH2:24][CH2:23][NH:22][CH2:21][CH2:20]3)=[O:18])=[CH:12][CH:13]=[CH:14][CH:15]=2)=[O:8])=[CH:5][CH:4]=1.[C:27]([NH:30][C:31]1[CH:38]=[CH:37][C:34]([CH:35]=O)=[CH:33][CH:32]=1)(=[O:29])[CH3:28]. Given the product [CH3:1][O:2][C:3]1[CH:4]=[CH:5][C:6]([C:7]([NH:9][C:10]2[C:11]([NH:16][C:17]([CH:19]3[CH2:20][CH2:21][N:22]([CH2:35][C:34]4[CH:33]=[CH:32][C:31]([NH:30][C:27](=[O:29])[CH3:28])=[CH:38][CH:37]=4)[CH2:23][CH2:24]3)=[O:18])=[CH:12][CH:13]=[CH:14][CH:15]=2)=[O:8])=[CH:25][CH:26]=1, predict the reactants needed to synthesize it.